This data is from Forward reaction prediction with 1.9M reactions from USPTO patents (1976-2016). The task is: Predict the product of the given reaction. (1) Given the reactants [S-:1][C:2]#[N:3].[K+].Br[CH2:6][C:7]([C:9]1[CH:10]=[C:11]2[C:15](=[CH:16][CH:17]=1)[NH:14][C:13]1[N:18]=[CH:19][CH:20]=[CH:21][C:12]2=1)=O.C([OH:24])C, predict the reaction product. The product is: [N:18]1[C:13]2[NH:14][C:15]3[C:11]([C:12]=2[CH:21]=[CH:20][CH:19]=1)=[CH:10][C:9]([C:7]1[NH:3][C:2](=[O:24])[S:1][CH:6]=1)=[CH:17][CH:16]=3. (2) Given the reactants BrC12[C:23]3[C:18](=[CH:19][CH:20]=[CH:21][CH:22]=3)[CH2:17][O:16][CH2:15][C:14]3[C:9](=CC=CC=3)[C:4](=[C:5]([CH:7]=C1)[OH:6])C2O.[CH2:25]([Li])[CH2:26][CH2:27][CH3:28].C(O[B:33]([O:37]CC)[O:34]CC)C.O.[CH2:41]1[CH2:45]OC[CH2:42]1, predict the reaction product. The product is: [CH2:17]([O:16][C:15]1[CH:7]=[C:5]([O:6][CH2:28][C:27]2[CH:45]=[CH:41][CH:42]=[CH:25][CH:26]=2)[CH:4]=[CH:9][C:14]=1[B:33]([OH:34])[OH:37])[C:18]1[CH:19]=[CH:20][CH:21]=[CH:22][CH:23]=1. (3) Given the reactants [CH3:1][N:2]1[CH2:7][CH2:6][N:5]([C:8]([CH2:10][C:11]2[CH:17]=[CH:16][C:14]([NH2:15])=[CH:13][CH:12]=2)=O)[CH2:4][CH2:3]1.[H-].[Al+3].[Li+].[H-].[H-].[H-], predict the reaction product. The product is: [CH3:1][N:2]1[CH2:7][CH2:6][N:5]([CH2:8][CH2:10][C:11]2[CH:17]=[CH:16][C:14]([NH2:15])=[CH:13][CH:12]=2)[CH2:4][CH2:3]1. (4) Given the reactants [N+:1]([CH2:4][CH2:5][CH:6]([C:8]1[CH:13]=[CH:12][C:11]([CH2:14][CH2:15][CH2:16][CH2:17][CH2:18][CH2:19][CH2:20][CH3:21])=[CH:10][CH:9]=1)O)([O-:3])=[O:2].FC(F)(F)C(O)=O.C([SiH](CC)CC)C, predict the reaction product. The product is: [N+:1]([CH2:4][CH2:5][CH2:6][C:8]1[CH:9]=[CH:10][C:11]([CH2:14][CH2:15][CH2:16][CH2:17][CH2:18][CH2:19][CH2:20][CH3:21])=[CH:12][CH:13]=1)([O-:3])=[O:2]. (5) The product is: [F:14][C:10]1[CH:9]=[C:8]([CH:2]([NH:19][C:18]2[CH:20]=[CH:21][CH:22]=[C:16]([F:15])[CH:17]=2)[C:3]([O:5][CH2:6][CH3:7])=[O:4])[CH:13]=[CH:12][CH:11]=1. Given the reactants Br[CH:2]([C:8]1[CH:13]=[CH:12][CH:11]=[C:10]([F:14])[CH:9]=1)[C:3]([O:5][CH2:6][CH3:7])=[O:4].[F:15][C:16]1[CH:17]=[C:18]([CH:20]=[CH:21][CH:22]=1)[NH2:19], predict the reaction product. (6) Given the reactants [N+:1]([C:4]1[C:5]([NH2:10])=[N:6][CH:7]=[CH:8][CH:9]=1)([O-:3])=[O:2].Br[C:12]1[CH:19]=[CH:18][C:15]([C:16]#[N:17])=[C:14]([F:20])[CH:13]=1.C1(P(C2C=CC=CC=2)C2C3OC4C(=CC=CC=4P(C4C=CC=CC=4)C4C=CC=CC=4)C(C)(C)C=3C=CC=2)C=CC=CC=1.C(=O)([O-])[O-].[Cs+].[Cs+], predict the reaction product. The product is: [F:20][C:14]1[CH:13]=[C:12]([NH:10][C:5]2[C:4]([N+:1]([O-:3])=[O:2])=[CH:9][CH:8]=[CH:7][N:6]=2)[CH:19]=[CH:18][C:15]=1[C:16]#[N:17]. (7) Given the reactants [Cl:1][C:2]1[C:10]([Cl:11])=[C:9]2[C:5]([CH2:6][CH:7]([CH2:12][CH2:13][CH3:14])[CH2:8]2)=[CH:4][C:3]=1[O:15][C:16]([C:18]1[CH:25]=[CH:24][C:21]([C:22]#[N:23])=[CH:20][CH:19]=1)=O.C[Si]([N:30]=[N+:31]=[N-:32])(C)C.C([Sn](=[O:42])CCCC)CCC, predict the reaction product. The product is: [Cl:1][C:2]1[C:10]([Cl:11])=[C:9]2[C:5]([CH2:6][CH:7]([CH2:12][CH2:13][CH3:14])[C:8]2=[O:42])=[CH:4][C:3]=1[O:15][CH2:16][C:18]1[CH:25]=[CH:24][C:21]([C:22]2[N:30]=[N:31][NH:32][N:23]=2)=[CH:20][CH:19]=1. (8) Given the reactants [CH3:1][N:2]1[CH:6]=[CH:5][C:4]([NH:7][C:8]([C:10]2[C:15](Br)=[CH:14][CH:13]=[C:12]([CH3:17])[N:11]=2)=[O:9])=[N:3]1.[NH2:18][C:19]1[C:20]([CH3:25])=[N:21][CH:22]=[N:23][CH:24]=1, predict the reaction product. The product is: [CH3:1][N:2]1[CH:6]=[CH:5][C:4]([NH:7][C:8]([C:10]2[C:15]([NH:18][C:19]3[C:20]([CH3:25])=[N:21][CH:22]=[N:23][CH:24]=3)=[CH:14][CH:13]=[C:12]([CH3:17])[N:11]=2)=[O:9])=[N:3]1. (9) Given the reactants [CH3:1][C:2]([C:4]1[CH:5]=[CH:6][CH:7]=[C:8]([OH:10])[CH:9]=1)=[O:3].C(=O)([O-])[O-].[K+].[K+].Br[CH2:18][CH:19]=[CH2:20], predict the reaction product. The product is: [CH2:20]([O:10][C:8]1[CH:9]=[C:4]([C:2](=[O:3])[CH3:1])[CH:5]=[CH:6][CH:7]=1)[CH:19]=[CH2:18]. (10) Given the reactants [Cl:1][C:2]1[N:3]=[CH:4][CH:5]=[C:6]2[CH:10]=[C:9]([CH2:11][OH:12])[NH:8][C:7]=12, predict the reaction product. The product is: [Cl:1][C:2]1[N:3]=[CH:4][CH:5]=[C:6]2[CH:10]=[C:9]([CH:11]=[O:12])[NH:8][C:7]=12.